Binary Classification. Given a drug SMILES string, predict its activity (active/inactive) in a high-throughput screening assay against a specified biological target. From a dataset of HIV replication inhibition screening data with 41,000+ compounds from the AIDS Antiviral Screen. (1) The molecule is O=C1C2=C(CC3C(C2)C3(Br)Br)C(=O)C2=C1CC1C(C2)C1(Br)Br. The result is 0 (inactive). (2) The drug is Cl.O=C(CCN1CCCC1)CC(c1ccccc1)c1c(O)c2ccccc2oc1=O. The result is 0 (inactive). (3) The molecule is CNC1=NC2=CC=CC3=NC(C)=NC(=N1)N23. The result is 0 (inactive). (4) The drug is COc1cc(C2C(Cl)C(=O)N2NC(=O)c2ccc(NC(C)=O)cc2)ccc1O. The result is 0 (inactive). (5) The drug is CC(C)N(C(=O)C12C3C4C1(I)C1C2C3(I)C41C(=O)N(C(C)C)C(C)C)C(C)C. The result is 0 (inactive). (6) The drug is CC(=O)c1cc(S(=O)(=O)c2ccc(O)c(C(C)=O)c2)ccc1O. The result is 0 (inactive). (7) The molecule is O=C1C(=Cc2ccc([N+](=O)[O-])cc2)Sc2scc(-c3ccc(O)c(O)c3)[n+]21.[Cl-]. The result is 0 (inactive).